Dataset: Forward reaction prediction with 1.9M reactions from USPTO patents (1976-2016). Task: Predict the product of the given reaction. (1) Given the reactants [C:1]([N:4]1[CH2:9][CH2:8][C:7]2[N:10]([CH3:32])[N:11]=[C:12]([NH:13][C:14]3[CH:19]=[CH:18][C:17]([C:20]4[CH:21]=[N:22][N:23](C(OC(C)(C)C)=O)[CH:24]=4)=[CH:16][CH:15]=3)[C:6]=2[CH2:5]1)(=[O:3])[CH3:2].C(O)(C(F)(F)F)=O, predict the reaction product. The product is: [NH:22]1[CH:21]=[C:20]([C:17]2[CH:18]=[CH:19][C:14]([NH:13][C:12]3[C:6]4[CH2:5][N:4]([C:1](=[O:3])[CH3:2])[CH2:9][CH2:8][C:7]=4[N:10]([CH3:32])[N:11]=3)=[CH:15][CH:16]=2)[CH:24]=[N:23]1. (2) Given the reactants Br[C:2]1[CH:7]=[CH:6][C:5]([N:8]([C:13]2[C:32]([CH:33]3[CH2:35][CH2:34]3)=[CH:31][C:16]3[C:17]([C:27]([NH:29][CH3:30])=[O:28])=[C:18]([C:20]4[CH:25]=[CH:24][C:23]([Cl:26])=[CH:22][CH:21]=4)[O:19][C:15]=3[CH:14]=2)[S:9]([CH3:12])(=[O:11])=[O:10])=[CH:4][C:3]=1[C:36]#[N:37].C([O-])(=O)C.[K+].[B:43]1([B:43]2[O:47][C:46]([CH3:49])([CH3:48])[C:45]([CH3:51])([CH3:50])[O:44]2)[O:47][C:46]([CH3:49])([CH3:48])[C:45]([CH3:51])([CH3:50])[O:44]1.B(O)O, predict the reaction product. The product is: [Cl:26][C:23]1[CH:24]=[CH:25][C:20]([C:18]2[O:19][C:15]3[CH:14]=[C:13]([N:8]([C:5]4[CH:6]=[CH:7][C:2]([B:43]5[O:47][C:46]([CH3:49])([CH3:48])[C:45]([CH3:51])([CH3:50])[O:44]5)=[C:3]([C:36]#[N:37])[CH:4]=4)[S:9]([CH3:12])(=[O:11])=[O:10])[C:32]([CH:33]4[CH2:34][CH2:35]4)=[CH:31][C:16]=3[C:17]=2[C:27]([NH:29][CH3:30])=[O:28])=[CH:21][CH:22]=1. (3) Given the reactants C[O:2][C:3]1[CH:8]=[CH:7][C:6]([C:9]2[CH:14]=[N:13][N:12]([CH3:15])[C:11](=[O:16])[CH:10]=2)=[CH:5][CH:4]=1.B(Br)(Br)Br, predict the reaction product. The product is: [OH:2][C:3]1[CH:8]=[CH:7][C:6]([C:9]2[CH:14]=[N:13][N:12]([CH3:15])[C:11](=[O:16])[CH:10]=2)=[CH:5][CH:4]=1. (4) The product is: [CH2:12]([O:11][C:9](=[O:10])[CH:8]([C:29]1[CH:34]=[CH:33][C:32]([N+:35]([O-:37])=[O:36])=[CH:31][N:30]=1)[C:7]([O:20][CH2:21][C:22]1[CH:23]=[CH:24][CH:25]=[CH:26][CH:27]=1)=[O:19])[C:13]1[CH:18]=[CH:17][CH:16]=[CH:15][CH:14]=1. Given the reactants CC(C)([O-])C.[K+].[C:7]([O:20][CH2:21][C:22]1[CH:27]=[CH:26][CH:25]=[CH:24][CH:23]=1)(=[O:19])[CH2:8][C:9]([O:11][CH2:12][C:13]1[CH:18]=[CH:17][CH:16]=[CH:15][CH:14]=1)=[O:10].Cl[C:29]1[CH:34]=[CH:33][C:32]([N+:35]([O-:37])=[O:36])=[CH:31][N:30]=1, predict the reaction product. (5) Given the reactants [CH:1]([NH:4][CH2:5][CH2:6][CH:7]([C:14]1[CH:19]=[C:18]([CH3:20])[CH:17]=[CH:16][C:15]=1[OH:21])[C:8]1[CH:13]=[CH:12][CH:11]=[CH:10][CH:9]=1)([CH3:3])[CH3:2].C([O:29][C:30]1[CH:35]=[CH:34][C:33]([CH3:36])=[CH:32][C:31]=1[C:37]1[C:38]([CH2:48][CH2:49][CH2:50][C:51]2C=CC=C[CH:52]=2)=C(S([O-])(=O)=O)C=C[C:42]=1[CH3:43])C1C=CC=CC=1, predict the reaction product. The product is: [CH2:7]([O:21][C:15]1[CH:16]=[CH:17][C:18]([CH3:20])=[CH:19][C:14]=1[CH:7]([C:8]1[CH:13]=[CH:12][CH:11]=[CH:10][CH:9]=1)[CH2:6][CH2:5][N:4]([CH:1]([CH3:2])[CH3:3])[CH2:43][CH2:42][CH:37]([C:31]1[CH:32]=[C:33]([CH3:36])[CH:34]=[CH:35][C:30]=1[OH:29])[C:38]1[CH:52]=[CH:51][CH:50]=[CH:49][CH:48]=1)[C:8]1[CH:13]=[CH:12][CH:11]=[CH:10][CH:9]=1. (6) The product is: [SH:1][C:2]1[NH:3][C:4]([C:13]([N:41]2[CH2:42][CH2:43][N:30]([C:34]3[CH:33]=[C:38]([CH:37]=[CH:36][CH:35]=3)[C:27]([NH2:18])=[O:28])[CH2:40][CH2:39]2)=[O:15])=[C:5]([C:7]2[CH:8]=[CH:9][CH:10]=[CH:11][CH:12]=2)[N:6]=1. Given the reactants [SH:1][C:2]1[NH:3][C:4]([C:13]([OH:15])=O)=[C:5]([C:7]2[CH:12]=[CH:11][CH:10]=[CH:9][CH:8]=2)[N:6]=1.Cl.C[N:18]([CH3:27])CCCN=C=NCC.[OH2:28].O[N:30]1[C:34]2[CH:35]=[CH:36][CH:37]=[CH:38][C:33]=2N=N1.[CH2:39]([N:41](CC)[CH2:42][CH3:43])[CH3:40], predict the reaction product.